From a dataset of Catalyst prediction with 721,799 reactions and 888 catalyst types from USPTO. Predict which catalyst facilitates the given reaction. (1) Reactant: [CH:1](=[O:8])[C:2]1[CH:7]=[CH:6][CH:5]=[CH:4][CH:3]=1.C(O[CH:13]([CH3:16])[CH:14]=[CH2:15])(=O)C.O.CCN(CC)CC.CC1C(C)=C(C)C(C)=C(C)C=1C. Product: [CH3:15][CH:14]([CH:13]=[CH2:16])[CH:1]([C:2]1[CH:7]=[CH:6][CH:5]=[CH:4][CH:3]=1)[OH:8]. The catalyst class is: 12. (2) Reactant: [CH2:1]([O:8][C:9]1[CH:14]=[CH:13][N:12]([C:15]2[CH:20]=[CH:19][C:18]([N+:21]([O-])=O)=[C:17]([NH:24][CH3:25])[CH:16]=2)[C:11](=[O:26])[CH:10]=1)[C:2]1[CH:7]=[CH:6][CH:5]=[CH:4][CH:3]=1. Product: [NH2:21][C:18]1[CH:19]=[CH:20][C:15]([N:12]2[CH:13]=[CH:14][C:9]([O:8][CH2:1][C:2]3[CH:3]=[CH:4][CH:5]=[CH:6][CH:7]=3)=[CH:10][C:11]2=[O:26])=[CH:16][C:17]=1[NH:24][CH3:25]. The catalyst class is: 565. (3) Reactant: [F:1][C:2]1[CH:10]=[C:9]([F:11])[CH:8]=[CH:7][C:3]=1[C:4](Cl)=[O:5].[NH2:12][C:13]1[CH:14]=[N:15][CH:16]=[C:17]([Br:19])[CH:18]=1. Product: [Br:19][C:17]1[CH:18]=[C:13]([NH:12][C:4](=[O:5])[C:3]2[CH:7]=[CH:8][C:9]([F:11])=[CH:10][C:2]=2[F:1])[CH:14]=[N:15][CH:16]=1. The catalyst class is: 17. (4) Reactant: [SH:1][C:2]1[CH:7]=[CH:6][C:5]([CH2:8][C:9]([OH:11])=[O:10])=[CH:4][CH:3]=1.ClC1C=CC=C[C:14]=1[C:19]1[C:20]([CH3:25])=[N:21][O:22][C:23]=1[CH3:24].[OH-].[K+].Cl. Product: [CH3:25][C:20]1[C:19]([CH2:14][S:1][C:2]2[CH:3]=[CH:4][C:5]([CH2:8][C:9]([OH:11])=[O:10])=[CH:6][CH:7]=2)=[C:23]([CH3:24])[O:22][N:21]=1. The catalyst class is: 18.